Dataset: Forward reaction prediction with 1.9M reactions from USPTO patents (1976-2016). Task: Predict the product of the given reaction. (1) Given the reactants [Cl:1][C:2]1[CH:3]=[C:4]2[C:8](=[CH:9][CH:10]=1)[NH:7][C:6](=[O:11])[C:5]2=[CH:12][C:13]1[O:17][C:16]([C:18]2[CH:19]=[C:20]([CH:24]=[CH:25][C:26]=2[F:27])[C:21](O)=[O:22])=[CH:15][CH:14]=1.CN(C(ON1N=NC2C=CC=CC1=2)=[N+](C)C)C.F[P-](F)(F)(F)(F)F.CCN(C(C)C)C(C)C.[CH3:61][N:62]1[CH2:68][CH2:67][CH2:66][NH:65][CH2:64][CH2:63]1, predict the reaction product. The product is: [Cl:1][C:2]1[CH:3]=[C:4]2[C:8](=[CH:9][CH:10]=1)[NH:7][C:6](=[O:11])[C:5]2=[CH:12][C:13]1[O:17][C:16]([C:18]2[CH:19]=[C:20]([C:21]([N:65]3[CH2:66][CH2:67][CH2:68][N:62]([CH3:61])[CH2:63][CH2:64]3)=[O:22])[CH:24]=[CH:25][C:26]=2[F:27])=[CH:15][CH:14]=1. (2) The product is: [CH3:24][N:25]1[CH2:30][CH2:29][N:28]([C:3]2[CH:2]=[CH:7][C:6]([NH2:8])=[C:5]([O:9][C:10]([F:13])([F:12])[F:11])[CH:4]=2)[CH2:27][CH2:26]1. Given the reactants Br[C:2]1[CH:3]=[CH:4][C:5]([O:9][C:10]([F:13])([F:12])[F:11])=[C:6]([NH2:8])[CH:7]=1.[Li]N([Si](C)(C)C)[Si](C)(C)C.[CH3:24][N:25]1[CH2:30][CH2:29][NH:28][CH2:27][CH2:26]1, predict the reaction product.